From a dataset of Forward reaction prediction with 1.9M reactions from USPTO patents (1976-2016). Predict the product of the given reaction. (1) Given the reactants [NH2:1][C:2]1[N:6]=[CH:5][NH:4][N:3]=1.[C:7]([N+:11]#[C-:12])([CH3:10])([CH3:9])[CH3:8].[N:13]1[CH:18]=[CH:17][CH:16]=[CH:15][C:14]=1[CH:19]=O, predict the reaction product. The product is: [C:7]([NH:11][C:12]1[N:3]2[NH:4][CH:5]=[N:6][C:2]2=[N:1][C:19]=1[C:14]1[CH:15]=[CH:16][CH:17]=[CH:18][N:13]=1)([CH3:10])([CH3:9])[CH3:8]. (2) Given the reactants [Br:1][C:2]1[CH:10]=[CH:9][C:5]([C:6]([OH:8])=[O:7])=[C:4]([CH3:11])[CH:3]=1.O[CH2:13][CH2:14][C:15]1[CH:20]=[CH:19][CH:18]=[CH:17][N:16]=1, predict the reaction product. The product is: [Br:1][C:2]1[CH:10]=[CH:9][C:5]([C:6]([O:8][CH2:13][CH2:14][C:15]2[CH:20]=[CH:19][CH:18]=[CH:17][N:16]=2)=[O:7])=[C:4]([CH3:11])[CH:3]=1. (3) The product is: [NH:25]1[C:26]2[C:31](=[CH:30][CH:29]=[CH:28][CH:27]=2)[C:23]([C:20]2[CH2:21][CH2:22][N:17]([CH2:14][CH:8]3[O:7][C:6]4[C:11](=[CH:12][CH:13]=[C:4]5[NH:3][C:2]([CH3:1])=[N:16][C:5]5=4)[O:10][CH2:9]3)[CH2:18][CH:19]=2)=[CH:24]1. Given the reactants [CH3:1][C:2]1[NH:3][C:4]2[C:5]([N:16]=1)=[C:6]1[C:11](=[CH:12][CH:13]=2)[O:10][CH2:9][C@H:8]([CH2:14]Cl)[O:7]1.[NH:17]1[CH2:22][CH:21]=[C:20]([C:23]2[C:31]3[C:26](=[CH:27][CH:28]=[CH:29][CH:30]=3)[NH:25][CH:24]=2)[CH2:19][CH2:18]1, predict the reaction product. (4) The product is: [CH3:10][C:9]1[N:11]=[C:12]([C:14]2[CH:19]=[CH:18][C:17]([N:20]3[CH2:25][CH2:24][N:23]([C:26]4[CH:31]=[CH:30][CH:29]=[C:28]([C:32]([F:35])([F:34])[F:33])[CH:27]=4)[CH2:22][CH2:21]3)=[N:16][CH:15]=2)[S:13][N:8]=1. Given the reactants NOS(O)(=O)=O.C[N:8](C)[C:9](=[N:11][C:12]([C:14]1[CH:15]=[N:16][C:17]([N:20]2[CH2:25][CH2:24][N:23]([C:26]3[CH:31]=[CH:30][CH:29]=[C:28]([C:32]([F:35])([F:34])[F:33])[CH:27]=3)[CH2:22][CH2:21]2)=[CH:18][CH:19]=1)=[S:13])[CH3:10].N1C=CC=CC=1, predict the reaction product.